This data is from Reaction yield outcomes from USPTO patents with 853,638 reactions. The task is: Predict the reaction yield, written as a fraction of the theoretical maximum amount of product (1.0 means a 100% yield; for example, 0.34 means a 34% yield). (1) The reactants are [Br:1][C:2]1[CH:7]=[CH:6][C:5]([NH:8][C:9]2[C:10]([C:20]([OH:22])=O)=[CH:11][C:12]3[N:16]([CH3:17])[CH:15]=[N:14][C:13]=3[C:18]=2[Cl:19])=[C:4]([Cl:23])[CH:3]=1.[CH:24]([O:26][CH2:27][CH2:28][O:29][NH2:30])=[CH2:25].C1C=CC2N(O)N=NC=2C=1.C(N(CC)CC)C.CCN=C=NCCCN(C)C.Cl. The catalyst is CCOC(C)=O.CN(C)C=O. The product is [CH:24]([O:26][CH2:27][CH2:28][O:29][NH:30][C:20]([C:10]1[C:9]([NH:8][C:5]2[CH:6]=[CH:7][C:2]([Br:1])=[CH:3][C:4]=2[Cl:23])=[C:18]([Cl:19])[C:13]2[N:14]=[CH:15][N:16]([CH3:17])[C:12]=2[CH:11]=1)=[O:22])=[CH2:25]. The yield is 0.850. (2) The reactants are [CH3:1][C:2]1([CH3:12])[CH2:4][C:3]1([C:6]1[CH:11]=[N:10][CH:9]=[CH:8][N:7]=1)[OH:5]. The catalyst is CO.[Pt]=O. The product is [CH3:1][C:2]1([CH3:12])[CH2:4][C:3]1([CH:6]1[CH2:11][NH:10][CH2:9][CH2:8][NH:7]1)[OH:5]. The yield is 0.950. (3) The reactants are [Cl:1][C:2]1[CH:7]=[CH:6][C:5]([CH:8]2[C:15]3[C:14]([CH3:16])=[N:13][NH:12][C:11]=3[C:10](=[O:17])[N:9]2[CH2:18][C:19]2[CH:24]=[CH:23][C:22]([O:25][CH3:26])=[CH:21][CH:20]=2)=[CH:4][CH:3]=1.[CH:44]1[CH:43]=CC(P([C:40]2[CH:45]=[CH:44][CH:43]=CC=2)[C:44]2[CH:43]=CC=[CH:40][CH:45]=2)=[CH:40][CH:45]=1.C1(O)CCC1.CCOC(/N=N/C(OCC)=O)=O.C1(C)C=CC=CC=1. The catalyst is C1COCC1. The product is [Cl:1][C:2]1[CH:7]=[CH:6][C:5]([CH:8]2[C:15]3[C:14]([CH3:16])=[N:13][N:12]([CH:43]4[CH2:44][CH2:45][CH2:40]4)[C:11]=3[C:10](=[O:17])[N:9]2[CH2:18][C:19]2[CH:20]=[CH:21][C:22]([O:25][CH3:26])=[CH:23][CH:24]=2)=[CH:4][CH:3]=1. The yield is 0.750.